This data is from Forward reaction prediction with 1.9M reactions from USPTO patents (1976-2016). The task is: Predict the product of the given reaction. (1) Given the reactants [I:1][C:2]1[CH:7]=[CH:6][C:5]([C:8]2([OH:14])[CH2:13][CH2:12][O:11][CH2:10][CH2:9]2)=[CH:4][CH:3]=1.[H-].[Na+].[CH3:17]I.O, predict the reaction product. The product is: [I:1][C:2]1[CH:7]=[CH:6][C:5]([C:8]2([O:14][CH3:17])[CH2:9][CH2:10][O:11][CH2:12][CH2:13]2)=[CH:4][CH:3]=1. (2) Given the reactants [CH3:1][C:2]1[O:6][N:5]=[C:4]([C:7]2[CH:12]=[CH:11][CH:10]=[CH:9][CH:8]=2)[C:3]=1[CH2:13][O:14][C:15]1[CH:23]=[CH:22][C:18]([C:19]([OH:21])=O)=[CH:17][N:16]=1.Cl.[CH2:25]([O:27][C:28](=[O:32])[CH:29]([CH3:31])[NH2:30])[CH3:26], predict the reaction product. The product is: [CH2:25]([O:27][C:28](=[O:32])[CH:29]([NH:30][C:19]([C:18]1[CH:17]=[N:16][C:15]([O:14][CH2:13][C:3]2[C:4]([C:7]3[CH:8]=[CH:9][CH:10]=[CH:11][CH:12]=3)=[N:5][O:6][C:2]=2[CH3:1])=[CH:23][CH:22]=1)=[O:21])[CH3:31])[CH3:26].